Dataset: Forward reaction prediction with 1.9M reactions from USPTO patents (1976-2016). Task: Predict the product of the given reaction. (1) The product is: [C:1]([O:5][C:6](=[O:13])[CH:7]([CH:10]1[CH2:12][CH2:11]1)[CH2:8][NH:9][C:17]([C:19]1[N:20]=[CH:21][C:22]2[C:27]([C:28]=1[OH:29])=[CH:26][CH2:25][C:24]([C:42]#[N:43])([O:30][C:31]1[CH:32]=[N:33][CH:34]=[CH:35][CH:36]=1)[CH:23]=2)=[O:18])([CH3:4])([CH3:2])[CH3:3]. Given the reactants [C:1]([O:5][C:6](=[O:13])[CH:7]([CH:10]1[CH2:12][CH2:11]1)[CH2:8][NH2:9])([CH3:4])([CH3:3])[CH3:2].C(O[C:17]([C:19]1[N:20]=[C:21](C#N)[C:22]2[C:27]([C:28]=1[OH:29])=[CH:26][CH:25]=[C:24]([O:30][C:31]1[CH:32]=[N:33][CH:34]=[CH:35][CH:36]=1)[CH:23]=2)=[O:18])C.C1CCN2[C:42](=[N:43]CCC2)CC1, predict the reaction product. (2) Given the reactants C(OC([N:8]1[CH2:12][CH2:11][CH2:10][C@H:9]1[CH2:13][O:14][C:15]1[CH:16]=[N:17][CH:18]=[C:19]([N:21]2[C:29]3[C:24](=[CH:25][CH:26]=[CH:27][CH:28]=3)[CH2:23][CH2:22]2)[CH:20]=1)=O)(C)(C)C.[ClH:30].CCOCC, predict the reaction product. The product is: [ClH:30].[N:21]1([C:19]2[CH:18]=[N:17][CH:16]=[C:15]([O:14][CH2:13][C@@H:9]3[CH2:10][CH2:11][CH2:12][NH:8]3)[CH:20]=2)[C:29]2[C:24](=[CH:25][CH:26]=[CH:27][CH:28]=2)[CH2:23][CH2:22]1. (3) Given the reactants Br[C:2]1[CH:3]=[C:4]([C:8]2([C:14]3[CH:15]=[CH:16][C:17]4[O:21][CH2:20][CH2:19][C:18]=4[CH:22]=3)[CH2:12][O:11][C:10]([NH2:13])=[N:9]2)[CH:5]=[CH:6][CH:7]=1.CC(C)([O-])C.[Na+].C(P(C(C)(C)C)C1C=CC=CC=1C1C(C(C)C)=CC(C(C)C)=CC=1C(C)C)(C)(C)C.[CH3:59][O:60][C:61]1[CH:62]=[C:63]([CH:65]=[CH:66][CH:67]=1)[NH2:64], predict the reaction product. The product is: [O:21]1[C:17]2[CH:16]=[CH:15][C:14]([C:8]3([C:4]4[CH:5]=[CH:6][CH:7]=[C:2]([NH:64][C:63]5[CH:65]=[CH:66][CH:67]=[C:61]([O:60][CH3:59])[CH:62]=5)[CH:3]=4)[CH2:12][O:11][C:10]([NH2:13])=[N:9]3)=[CH:22][C:18]=2[CH2:19][CH2:20]1. (4) Given the reactants C(OC([N:8]1[CH2:13][CH:12]=[C:11]([C:14]2[CH:15]=[CH:16][C:17]3[O:26][CH2:25][CH2:24][C:23]4[N:19]([N:20]=[C:21]([C:27]5[N:28]([CH2:32][C:33]([F:36])([F:35])[F:34])[N:29]=[CH:30][N:31]=5)[CH:22]=4)[C:18]=3[CH:37]=2)[CH2:10][CH2:9]1)=O)(C)(C)C.Cl.C(OCC)C, predict the reaction product. The product is: [NH:8]1[CH2:13][CH2:12][CH:11]([C:14]2[CH:15]=[CH:16][C:17]3[O:26][CH2:25][CH2:24][C:23]4[N:19]([N:20]=[C:21]([C:27]5[N:28]([CH2:32][C:33]([F:35])([F:34])[F:36])[N:29]=[CH:30][N:31]=5)[CH:22]=4)[C:18]=3[CH:37]=2)[CH2:10][CH2:9]1. (5) Given the reactants [Br:1][C:2]1[CH:7]=[C:6]([CH3:8])[C:5]([CH:9]2[C:14](=[O:15])[CH2:13][CH:12]([C:16]3[CH:21]=[CH:20][CH:19]=[CH:18][N:17]=3)[CH2:11][C:10]2=[O:22])=[C:4]([CH3:23])[CH:3]=1.[C:24](=O)([O-])[O-].[K+].[K+].IC, predict the reaction product. The product is: [Br:1][C:2]1[CH:3]=[C:4]([CH3:23])[C:5]([C:9]2[C:10](=[O:22])[CH2:11][CH:12]([C:16]3[CH:21]=[CH:20][CH:19]=[CH:18][N:17]=3)[CH2:13][C:14]=2[O:15][CH3:24])=[C:6]([CH3:8])[CH:7]=1. (6) Given the reactants O.O.[Sn](Cl)Cl.[CH3:6][O:7][C:8]1[CH:9]=[C:10]([CH:21]=[CH:22][C:23]=1[N+:24]([O-])=O)[C:11]([O:13][CH2:14][C:15]1[CH:20]=[CH:19][CH:18]=[CH:17][CH:16]=1)=[O:12], predict the reaction product. The product is: [CH3:6][O:7][C:8]1[CH:9]=[C:10]([CH:21]=[CH:22][C:23]=1[NH2:24])[C:11]([O:13][CH2:14][C:15]1[CH:20]=[CH:19][CH:18]=[CH:17][CH:16]=1)=[O:12].